Dataset: Full USPTO retrosynthesis dataset with 1.9M reactions from patents (1976-2016). Task: Predict the reactants needed to synthesize the given product. Given the product [C:1]([O:5][C:6]([N:8]1[CH2:13][CH2:12][CH:11]([CH2:14][C:15]2[CH:20]=[CH:19][C:18]([N:21]3[CH2:27][CH2:26][O:25][CH2:24][CH2:23]3)=[CH:17][CH:16]=2)[CH2:10][CH2:9]1)=[O:7])([CH3:4])([CH3:2])[CH3:3], predict the reactants needed to synthesize it. The reactants are: [C:1]([O:5][C:6]([N:8]1[CH2:13][CH2:12][CH:11]([CH2:14][C:15]2[CH:20]=[CH:19][C:18]([NH2:21])=[CH:17][CH:16]=2)[CH2:10][CH2:9]1)=[O:7])([CH3:4])([CH3:3])[CH3:2].Cl[CH2:23][CH2:24][O:25][CH2:26][CH2:27]Cl.C(=O)([O-])[O-].[K+].[K+].O.